Dataset: Experimentally validated miRNA-target interactions with 360,000+ pairs, plus equal number of negative samples. Task: Binary Classification. Given a miRNA mature sequence and a target amino acid sequence, predict their likelihood of interaction. The miRNA is hsa-miR-1323 with sequence UCAAAACUGAGGGGCAUUUUCU. The protein sequence of the target gene is MAFSLCWKAPRSPWSFLQAVNNGSPLFLWRTVGSCLDPKMKAYLEENTEVTSSGSLTPEIQLRLLTPRCKFWWERADLWPYSDPYWAIYWPGGQALSRYLLDNPAVVRGKSVLDLGSGCGATAIAAKMSGASKILANDIDPIAGMAITLNCKLNGLNPFPVLTKNILNTQQGKFDLIVLGDMFYDEDLADSLHLWLQNYFWTHGTRVLIGDPGRPQFSGHSIRHQLYQLVEYTLPEPTQQENNGLTTSAVWDFHP. Result: 0 (no interaction).